Dataset: Full USPTO retrosynthesis dataset with 1.9M reactions from patents (1976-2016). Task: Predict the reactants needed to synthesize the given product. (1) Given the product [CH2:27]([N:11]1[C:10]2[CH2:9][CH2:8][CH:7]([NH:15][C:16](=[O:20])[CH:17]([CH3:18])[CH3:19])[CH2:6][C:5]=2[C:4]2[C:12]1=[CH:13][CH:14]=[C:2]([Br:1])[CH:3]=2)[C:26]1[CH:29]=[CH:30][CH:31]=[CH:24][CH:25]=1, predict the reactants needed to synthesize it. The reactants are: [Br:1][C:2]1[CH:3]=[C:4]2[C:12](=[CH:13][CH:14]=1)[NH:11][C:10]1[CH2:9][CH2:8][CH:7]([NH:15][C:16](=[O:20])[CH:17]([CH3:19])[CH3:18])[CH2:6][C:5]2=1.[H-].[Na+].F[C:24]1[CH:25]=[C:26]([CH:29]=[CH:30][CH:31]=1)[CH2:27]Br. (2) Given the product [Cl:17][C:14]1[CH:15]=[CH:16][C:7]([O:6][CH2:5][CH2:4][CH2:3][NH:2][C:18](=[O:21])[CH2:19][CH3:20])=[C:8]([CH:13]=1)[C:9]([O:11][CH3:12])=[O:10], predict the reactants needed to synthesize it. The reactants are: Cl.[NH2:2][CH2:3][CH2:4][CH2:5][O:6][C:7]1[CH:16]=[CH:15][C:14]([Cl:17])=[CH:13][C:8]=1[C:9]([O:11][CH3:12])=[O:10].[C:18](Cl)(=[O:21])[CH2:19][CH3:20]. (3) Given the product [F:1][C:2]1[CH:7]=[C:6]([NH2:8])[CH:5]=[CH:4][C:3]=1[N:11]1[C:15]([CH3:16])=[N:14][CH:13]=[N:12]1, predict the reactants needed to synthesize it. The reactants are: [F:1][C:2]1[CH:7]=[C:6]([N+:8]([O-])=O)[CH:5]=[CH:4][C:3]=1[N:11]1[C:15]([CH3:16])=[N:14][CH:13]=[N:12]1.C(N(CC)CC)C.[H][H]. (4) Given the product [CH3:11][C:6]1[CH:5]=[C:4]([CH3:12])[N:3]=[C:2]([NH:13][C:14]2[CH:15]=[CH:16][C:17]([CH2:20][CH2:21][C:22]([OH:24])=[O:23])=[CH:18][CH:19]=2)[C:7]=1[N+:8]([O-:10])=[O:9], predict the reactants needed to synthesize it. The reactants are: Cl[C:2]1[C:7]([N+:8]([O-:10])=[O:9])=[C:6]([CH3:11])[CH:5]=[C:4]([CH3:12])[N:3]=1.[NH2:13][C:14]1[CH:19]=[CH:18][C:17]([CH2:20][CH2:21][C:22]([O:24]C)=[O:23])=[CH:16][CH:15]=1.C(N(CC)C(C)C)(C)C.[OH-].[Na+].Cl. (5) Given the product [Cl:1][C:2]1[CH:3]=[C:4]2[C:9](=[CH:10][C:11]=1[C:12]([N:74]1[CH2:75][CH2:76][CH2:77][CH2:78][CH:73]1[CH2:72][CH2:71][NH2:70])=[O:14])[N:8]=[CH:7][N:6]=[C:5]2[NH:15][CH:16]([C:18]1[NH:22][C:21]2[CH:23]=[CH:24][C:25]([Cl:27])=[CH:26][C:20]=2[N:19]=1)[CH3:17], predict the reactants needed to synthesize it. The reactants are: [Cl:1][C:2]1[CH:3]=[C:4]2[C:9](=[CH:10][C:11]=1[C:12]([OH:14])=O)[N:8]=[CH:7][N:6]=[C:5]2[NH:15][CH:16]([C:18]1[NH:22][C:21]2[CH:23]=[CH:24][C:25]([Cl:27])=[CH:26][C:20]=2[N:19]=1)[CH3:17].FC1C(OC(N(C)C)=[N+](C)C)=C(F)C(F)=C(F)C=1F.F[P-](F)(F)(F)(F)F.C(N(C(C)C)CC)(C)C.C(OC([NH:70][CH2:71][CH2:72][CH:73]1[CH2:78][CH2:77][CH2:76][CH2:75][NH:74]1)=O)(C)(C)C.FC(F)(F)C(O)=O. (6) Given the product [C:60]([OH:67])(=[O:66])/[CH:61]=[CH:62]/[C:63]([OH:65])=[O:64].[N:45]12[CH2:50][CH2:49][CH:48]([CH2:47][CH2:46]1)[C@@H:43]([NH:42][C:37]([C:34]1[S:33][C:32]([S:31][C:25]3[CH:26]=[CH:27][CH:28]=[CH:29][CH:30]=3)=[N:36][CH:35]=1)=[O:39])[CH2:44]2, predict the reactants needed to synthesize it. The reactants are: CN(C(ON1N=NC2C=CC=NC1=2)=[N+](C)C)C.F[P-](F)(F)(F)(F)F.[C:25]1([S:31][C:32]2[S:33][C:34]([C:37]([OH:39])=O)=[CH:35][N:36]=2)[CH:30]=[CH:29][CH:28]=[CH:27][CH:26]=1.Cl.Cl.[NH2:42][C@@H:43]1[CH:48]2[CH2:49][CH2:50][N:45]([CH2:46][CH2:47]2)[CH2:44]1.CCN(C(C)C)C(C)C.[C:60]([OH:67])(=[O:66])/[CH:61]=[CH:62]/[C:63]([OH:65])=[O:64].